Task: Binary Classification. Given two protein amino acid sequences, predict whether they physically interact or not.. Dataset: Human Reference Interactome with 51,813 positive PPI pairs across 8,248 proteins, plus equal number of experimentally-validated negative pairs (1) Protein 1 (ENSG00000084734) has sequence MPGTKRFQHVIETPEPGKWELSGYEAAVPITEKSNPLTQDLDKADAENIVRLLGQCDAEIFQEEGQALSTYQRLYSESILTTMVQVAGKVQEVLKEPDGGLVVLSGGGTSGRMAFLMSVSFNQLMKGLGQKPLYTYLIAGGDRSVVASREGTEDSALHGIEELKKVAAGKKRVIVIGISVGLSAPFVAGQMDCCMNNTAVFLPVLVGFNPVSMARNDPIEDWSSTFRQVAERMQKMQEKQKAFVLNPAIGPEGLSGSSRMKGGSATKILLETLLLAAHKTVDQGIAASQRCLLEILRTFE.... Protein 2 (ENSG00000143549) has sequence MMEAIKKKMQMLKLDKENALDRAEQAEAEQKQAEERSKQLEDELAAMQKKLKGTEDELDKYSEALKDAQEKLELAEKKAADAEAEVASLNRRIQLVEEELDRAQERLATALQKLEEAEKAADESERGMKVIENRALKDEEKMELQEIQLKEAKHIAEEADRKYEEVARKLVIIEGDLERTEERAELAESRCREMDEQIRLMDQNLKCLSAAEEKYSQKEDKYEEEIKILTDKLKEAETRAEFAERSVAKLEKTIDDLEDKLKCTKEEHLCTQRMLDQTLLDLNEM*MKVIENRALKDEEK.... Result: 0 (the proteins do not interact). (2) Protein 2 (ENSG00000155530) has sequence MATSERALLRTRAASLLRGLGRSRTGARSLQFRAEKERQPCWSFPMGQKTKGSSNIASSYLLQQLMHRYQELDSDGDEDQGEGEAGSEESSESEMLNLEEEFDGVLREEAVAKALHHLGRSGSGTEQVYLNLTLSGCNLIDVSILCGYVHLQKLDLSANKIEDLSCVSCMPYLLELNASQNNLTTFFNFKPPKNLKKADFSHNQISEICDLSAYHALTKLILDGNEIEEISGLEMCNNLIHLSLANNKITTINGLNKLPIKILCLSNNQIEMITGLEDLKALQNLDLSHNQISSLQGLEN.... Protein 1 (ENSG00000064703) has sequence MAAAFEASGALAAVATAMPAEHVAVQVPAPEPTPGPVRILRTAQDLSSPRTRTGDVLLAEPADFESLLLSRPVLEGLRAAGFERPSPVQLKAIPLGRCGLDLIVQAKSGTGKTCVFSTIALDSLVLENLSTQILILAPTREIAVQIHSVITAIGIKMEGLECHVFIGGTPLSQDKTRLKKCHIAVGSPGRIKQLIELDYLNPGSIRLFILDEADKLLEEGSFQEQINWIYSSLPASKQMLAVSATYPEFLANALTKYMRDPTFVRLNSSDPSLIGLKQYYKVVNSYPLAHKVFEEKTQHL.... Result: 0 (the proteins do not interact). (3) Protein 1 (ENSG00000092841) has sequence MQCDFTEDQTAEFKEAFQLFDRTGDGKILYSQCGDVMRALGQNPTNAEVLKVLGNPKSDEMNVKVLDFEHFLPMLQTVAKNKDQGTYEDYVEGLRVFDKEGNGTVMGAEIRHVLVTLGEKMTEEEVEMLVAGHEDSNGCINYEELVRMVLNG*MQCDFTEDQTAEFKEAFQLFDRTGDGKILYSQCGDVMRALGQNPTNAEVLKVLGNPKSDEMNVKVLDFEHFLPMLQTVAKNKDQGTYEDYVEGLRVFDKEGNGTVMGAEIRHVLVTLGEKMTEEEVEMLVAGHEDSNGCINYEAFVR.... Protein 2 (ENSG00000146926) has sequence MLMSWSPEECKGQGEPLDDRHPLCARLVEKPSRGSEEHLKSGPGPIVTRTASGPALAFWQAVLAGDVGCVSRILADSSTGLAPDSVFDTSDPERWRDFRFNIRALRLWSLTYEEELTTPLHVAASRGHTEVLRLLLRRRARPDSAPGGRTALHEACAAGHTACVHVLLVAGADPNIADQDGKRPLHLCRGPGTLECAELLLRFGARVDGRSEEEEETPLHVAARLGHVELADLLLRRGACPDARNAEGWTPLLAACDVRCQSITDAEATTARCLQLCSLLLSAGADADAADQDKQRPLHL.... Result: 0 (the proteins do not interact). (4) Protein 1 (ENSG00000197261) has sequence MNDPFARMETRGPQGAANPMDSSRSLGDLGPFPREVGRGAPLAPGARNPATAGASRSQGGGHEDRTADRALGPRAGEELDRESWVREKVLFLLHPERWLGTRGDPAREEVAGAEDLPHAGGEDHGEEPNYPSVFQRQKRISGRRVAPPRDAADPPKYVLVRVEDYQVTQEVLQTSWAKGRMTTRTEEHFVTALTFRSSREGQPGERWGPAESRALQARTGASRVHAAGRRVSPSPGTWLEEIKL*XTSWAKGRMTTRTEEHFVTALTFRSSREGQPGERWGPAESRALQARTGASRVHAA.... Protein 2 (ENSG00000174165) has sequence MGQPWAAGSTDGAPAQLPLVLTALWAAAVGLELAYVLVLGPGPPPLGPLARALQLALAAFQLLNLLGNVGLFLRSDPSIRGVMLAGRGLGQGWAYCYQCQSQVPPRSGHCSACRVCILRRDHHCRLLGRCVGFGNYRPFLCLLLHAAGVLLHVSVLLGPALSALLRAHTPLHMAALLLLPWLMLLTGRVSLAQFALAFVTDTCVAGALLCGAGLLFHGMLLLRGQTTWEWARGQHSYDLGPCHNLQAALGPRWALVWLWPFLASPLPGDGITFQTTADVGHTAS*MGQPWAAGSTDGAPA.... Result: 0 (the proteins do not interact). (5) Protein 1 (ENSG00000136273) has sequence MKFRAKIVDGACLNHFTRISNMIAKLAKTCTLRISPDKLNFILCDKLANGGVSMWCELEQENFFNEFQMEGVSAENNEIYLELTSENLSRALKTAQNARALKIKLTNKHFPCLTVSVELLSMSSSSRIVTHDIPIKVIPRKLWKDLQEPVVPDPDVSIYLPVLKTMKSVVEKMKNISNHLVIEANLDGELNLKIETELVCVTTHFKDLGNPPLASESTHEDRNVEHMAEVHIDIRKLLQFLAGQQVNPTKALCNIVNNKMVHFDLLHEDVSLQYFIPALS*MIAKLAKTCTLRISPDKLN.... Protein 2 (ENSG00000249581) has sequence MPGWFKKAWYGLASLLSFSSFILIIVALVVPHWLSGKILCQTGVDLVNATDRELVKFIGDIYYGLFRGCKVRQCGLGGRQSQFTIFPHLVKELNAGLHVMILLLLFLALALALVSMGFAILNMIQVPYRAVSGPGGICLWNVLAGGVVALAIASFVAAVKFHDLTERIANFQEKLFQFVVVEEQYEESFWICVASASAHAANLVVVAISQIPLPEIKTKIEEATVTAEDILY*. Result: 0 (the proteins do not interact). (6) Protein 1 (ENSG00000159593) has sequence MAQLGKLLKEQKYDRQLRLWGDHGQEALESAHVCLINATATGTEILKNLVLPGIGSFTIIDGNQVSGEDAGNNFFLQRSSIGKNRAEAAMEFLQELNSDVSGSFVEESPENLLDNDPSFFCRFTVVVATQLPESTSLRLADVLWNSQIPLLICRTYGLVGYMRIIIKEHPVIESHPDNALEDLRLDKPFPELREHFQSYDLDHMEKKDHSHTPWIVIIAKYLAQWYSETNGRIPKTYKEKEDFRDLIRQGILKNENGAPEDEENFEEAIKNVNTALNTTQIPSSIEDIFNDDRCINITKQ.... Protein 2 (ENSG00000111913) has sequence MLVGSQSFSPGGPNGIIRSQSFAGFSGLQERRSRCNSFIENSSALKKPQAKLKKMHNLGHKNNNPPKEPQPKRVEEVYRALKNGLDEYLEVHQTELDKLTAQLKDMKRNSRLGVLYDLDKQIKTIERYMRRLEFHISKVDELYEAYCIQRRLQDGASKMKQAFATSPASKAARESLTEINRSFKEYTENMCTIEVELENLLGEFSIKMKGLAGFARLCPGDQYEIFMKYGRQRWKLKGKIEVNGKQSWDGEETVFLPLIVGFISIKVTELKGLATHILVGSVTCETKELFAARPQVVAVD.... Result: 0 (the proteins do not interact). (7) Protein 1 (ENSG00000100243) has sequence MGAQLSTLGHMVLFPVWFLYSLLMKLFQRSTPAITLESPDIKYPLRLIDREIISHDTRRFRFALPSPQHILGLPVGQHIYLSARIDGNLVVRPYTPISSDDDKGFVDLVIKVYFKDTHPKFPAGGKMSQYLESMQIGDTIEFRGPSGLLVYQGKGKFAIRPDKKSNPIIRTVKSVGMIAGGTGITPMLQVIRAIMKDPDDHTVCHLLFANQTEKDILLRPELEELRNKHSARFKLWYTLDRAPEAWDYGQGFVNEEMIRDHLPPPEEEPLVLMCGPPPMIQYACLPNLDHVGHPTERCFV.... Protein 2 (ENSG00000146670) has sequence MSGRRTRSGGAAQRSGPRAPSPTKPLRRSQRKSGSELPSILPEIWPKTPSAAAVRKPIVLKRIVAHAVEVPAVQSPRRSPRISFFLEKENEPPGRELTKEDLFKTHSVPATPTSTPVPNPEAESSSKEGELDARDLEMSKKVRRSYSRLETLGSASTSTPGRRSCFGFEGLLGAEDLSGVSPVVCSKLTEVPRVCAKPWAPDMTLPGISPPPEKQKRKKKKMPEILKTELDEWAAAMNAEFEAAEQFDLLVE*MSGRRTRSGGAAQRSGPRAPSPTKPLRRSQRKSGSELPSILPEIWPK.... Result: 0 (the proteins do not interact).